This data is from Forward reaction prediction with 1.9M reactions from USPTO patents (1976-2016). The task is: Predict the product of the given reaction. (1) Given the reactants [NH2:1][C:2]1[CH:3]=[C:4]([CH2:8][NH:9][C:10](=[O:15])[C:11]([F:14])([F:13])[F:12])[CH:5]=[CH:6][CH:7]=1.O1C(C2C=C(N[C:28]3[N:33]=[C:32]([C:34]4[C:35]([C:43]5[CH:44]=[C:45]([NH:49][C:50](=[O:57])[CH2:51][C:52]6[S:53][CH:54]=[CH:55][CH:56]=6)[CH:46]=[CH:47][CH:48]=5)=[N:36][N:37]5[CH:42]=[CH:41][CH:40]=[CH:39][C:38]=45)[CH:31]=[CH:30][N:29]=3)C=CC=2)=CN=C1, predict the reaction product. The product is: [F:14][C:11]([F:12])([F:13])[C:10]([NH:9][CH2:8][C:4]1[CH:5]=[CH:6][CH:7]=[C:2]([NH:1][C:28]2[N:33]=[C:32]([C:34]3[C:35]([C:43]4[CH:48]=[CH:47][CH:46]=[C:45]([NH:49][C:50](=[O:57])[CH2:51][C:52]5[S:53][CH:54]=[CH:55][CH:56]=5)[CH:44]=4)=[N:36][N:37]4[CH:42]=[CH:41][CH:40]=[CH:39][C:38]=34)[CH:31]=[CH:30][N:29]=2)[CH:3]=1)=[O:15]. (2) The product is: [C:1]([O:5][C:6]([N:8]1[CH2:13][CH2:12][C:11]([CH3:14])([N:15]2[C:26]3[C:18](=[CH:19][N:20]=[C:21]4[C:25]=3[CH:24]=[CH:23][NH:22]4)[N:17]=[N:16]2)[CH2:10][CH2:9]1)=[O:7])([CH3:4])([CH3:2])[CH3:3]. Given the reactants [C:1]([O:5][C:6]([N:8]1[CH2:13][CH2:12][C:11]([N:15]2[C:26]3[C:18](=[CH:19][N:20]=[C:21]4[C:25]=3[CH:24]=[CH:23][N:22]4S(C3C=CC=CC=3)(=O)=O)[NH:17][N:16]2C)([CH3:14])[CH2:10][CH2:9]1)=[O:7])([CH3:4])([CH3:3])[CH3:2].C1COCC1.CO, predict the reaction product. (3) Given the reactants [CH2:1]([O:5][C:6]1[C:7]2[CH:14]=[CH:13][NH:12][C:8]=2[N:9]=[CH:10][N:11]=1)[CH:2]([CH3:4])[CH3:3].[Cl:15]N1C(=O)CCC1=O.ClC(Cl)C(O)=O, predict the reaction product. The product is: [Cl:15][C:14]1[C:7]2[C:6]([O:5][CH2:1][CH:2]([CH3:4])[CH3:3])=[N:11][CH:10]=[N:9][C:8]=2[NH:12][CH:13]=1. (4) Given the reactants [H-].[Na+].[F:3][C:4]1[CH:9]=[CH:8][C:7]([OH:10])=[CH:6][CH:5]=1.[CH2:11]([O:13][C:14](=[O:19])[C:15](Br)([F:17])[F:16])[CH3:12], predict the reaction product. The product is: [CH2:11]([O:13][C:14](=[O:19])[C:15]([F:17])([F:16])[O:10][C:7]1[CH:8]=[CH:9][C:4]([F:3])=[CH:5][CH:6]=1)[CH3:12]. (5) Given the reactants [C:1]([O:7][CH3:8])(=[O:6])[CH2:2][C:3]([CH3:5])=[O:4].C[O-].[Na+].Cl[CH2:13][C:14]([N:16]1[CH2:21][CH2:20][C@H:19]([NH:22][C:23](=[O:32])[O:24][CH2:25][C:26]2[CH:31]=[CH:30][CH:29]=[CH:28][CH:27]=2)[C@H:18]([O:33][CH3:34])[CH2:17]1)=[O:15].Cl, predict the reaction product. The product is: [C:3]([CH:2]([CH2:13][C:14]([N:16]1[CH2:21][CH2:20][C@H:19]([NH:22][C:23]([O:24][CH2:25][C:26]2[CH:31]=[CH:30][CH:29]=[CH:28][CH:27]=2)=[O:32])[C@H:18]([O:33][CH3:34])[CH2:17]1)=[O:15])[C:1]([O:7][CH3:8])=[O:6])(=[O:4])[CH3:5]. (6) Given the reactants [F:1][C:2]([F:7])([F:6])[C:3]([OH:5])=[O:4].[CH3:8][C:9]1[CH:14]=[C:13]([CH3:15])[CH:12]=[C:11]([CH3:16])[C:10]=1[NH:17][C:18]([NH:20][C:21]1[C:22]([C:31]([NH:33][C:34]2([C:40]([O:42]C)=[O:41])[CH2:39][CH2:38][NH:37][CH2:36][CH2:35]2)=[O:32])=[CH:23][C:24]2[C:29]([CH:30]=1)=[CH:28][CH:27]=[CH:26][CH:25]=2)=[O:19].Cl, predict the reaction product. The product is: [F:1][C:2]([F:7])([F:6])[C:3]([OH:5])=[O:4].[CH3:8][C:9]1[CH:14]=[C:13]([CH3:15])[CH:12]=[C:11]([CH3:16])[C:10]=1[NH:17][C:18]([NH:20][C:21]1[C:22]([C:31]([NH:33][C:34]2([C:40]([OH:42])=[O:41])[CH2:35][CH2:36][NH:37][CH2:38][CH2:39]2)=[O:32])=[CH:23][C:24]2[C:29]([CH:30]=1)=[CH:28][CH:27]=[CH:26][CH:25]=2)=[O:19]. (7) Given the reactants C(N(CC)CC)C.[CH3:8][N:9]1[C:17]2[C:12](=[CH:13][CH:14]=[CH:15][CH:16]=2)[C:11]([CH:18]=[O:19])=[N:10]1.[CH:20](=[N:27][C:28]1[CH:33]=[C:32]([O:34][CH3:35])[CH:31]=[C:30]([O:36][CH3:37])[CH:29]=1)[C:21]1[CH:26]=[CH:25][CH:24]=[CH:23][CH:22]=1, predict the reaction product. The product is: [CH3:37][O:36][C:30]1[CH:29]=[C:28]([NH:27][CH:20]([C:21]2[CH:26]=[CH:25][CH:24]=[CH:23][CH:22]=2)[C:18]([C:11]2[C:12]3[C:17](=[CH:16][CH:15]=[CH:14][CH:13]=3)[N:9]([CH3:8])[N:10]=2)=[O:19])[CH:33]=[C:32]([O:34][CH3:35])[CH:31]=1.